This data is from Reaction yield outcomes from USPTO patents with 853,638 reactions. The task is: Predict the reaction yield, written as a fraction of the theoretical maximum amount of product (1.0 means a 100% yield; for example, 0.34 means a 34% yield). (1) The reactants are C(O)(=O)CCC(O)=O.[CH3:9][CH:10]([CH3:34])[CH2:11][NH:12][C@H:13]1[CH2:18][C@@H:17]([C:19]([N:21]2[CH2:26][CH2:25][O:24][CH2:23][CH2:22]2)=[O:20])[CH2:16][N:15]([C:27]([O:29][C:30]([CH3:33])([CH3:32])[CH3:31])=[O:28])[CH2:14]1.C(#N)C.[C:38](=[O:41])([O-])[O-].[K+].[K+].[CH3:44][O:45][CH2:46][CH2:47][CH2:48][CH2:49][N:50]1[C:54]2[CH:55]=[CH:56][CH:57]=[CH:58][C:53]=2[N:52]=[C:51]1C(Cl)(Cl)Cl. The catalyst is C1(C)C=CC=CC=1.O.CS(C)=O. The product is [CH3:44][O:45][CH2:46][CH2:47][CH2:48][CH2:49][N:50]1[C:54]2[CH:55]=[CH:56][CH:57]=[CH:58][C:53]=2[N:52]=[C:51]1[C:38]([N:12]([CH2:11][CH:10]([CH3:34])[CH3:9])[C@H:13]1[CH2:18][C@@H:17]([C:19]([N:21]2[CH2:26][CH2:25][O:24][CH2:23][CH2:22]2)=[O:20])[CH2:16][N:15]([C:27]([O:29][C:30]([CH3:32])([CH3:31])[CH3:33])=[O:28])[CH2:14]1)=[O:41]. The yield is 0.742. (2) The reactants are [O:1]=[C:2]1[C:11]2[C:6](=[CH:7][CH:8]=[CH:9][CH:10]=2)[NH:5][CH:4]=[C:3]1[C:12]([NH:14][C:15]1[CH:23]=[C:22]2[C:18]([CH:19]=[CH:20][NH:21]2)=[CH:17][C:16]=1[C:24](O)=[O:25])=[O:13].CN(C(ON1N=NC2C=CC=NC1=2)=[N+](C)C)C.F[P-](F)(F)(F)(F)F.CCN(C(C)C)C(C)C.[CH2:60]([NH2:64])[CH:61]([CH3:63])[CH3:62]. The catalyst is CN(C=O)C. The product is [CH2:60]([NH:64][C:24]([C:16]1[CH:17]=[C:18]2[C:22](=[CH:23][C:15]=1[NH:14][C:12]([C:3]1[C:2](=[O:1])[C:11]3[C:6](=[CH:7][CH:8]=[CH:9][CH:10]=3)[NH:5][CH:4]=1)=[O:13])[NH:21][CH:20]=[CH:19]2)=[O:25])[CH:61]([CH3:63])[CH3:62]. The yield is 0.660. (3) The reactants are C(OC([N:8]1[CH2:13][CH2:12][N:11]([S:14]([C:17]2[CH:25]=[C:24]3[C:20]([CH:21]=[CH:22][NH:23]3)=[CH:19][CH:18]=2)(=[O:16])=[O:15])[CH2:10][CH2:9]1)=O)(C)(C)C.[ClH:26].C(O)C. The catalyst is C(O)C. The product is [ClH:26].[N:11]1([S:14]([C:17]2[CH:25]=[C:24]3[C:20]([CH:21]=[CH:22][NH:23]3)=[CH:19][CH:18]=2)(=[O:16])=[O:15])[CH2:12][CH2:13][NH:8][CH2:9][CH2:10]1. The yield is 0.980. (4) The reactants are Cl[CH:2]1[CH:10]([CH:11]=[O:12])[C:9]2[C:4](=[CH:5][CH:6]=[CH:7][CH:8]=2)[N:3]1[C:13]1[CH:14]=[N:15][CH:16]=[CH:17][CH:18]=1.[NH:19]1[CH2:24][CH2:23][NH:22][CH2:21][CH2:20]1. No catalyst specified. The product is [N:19]1([C:2]2[N:3]([C:13]3[CH:14]=[N:15][CH:16]=[CH:17][CH:18]=3)[C:4]3[C:9]([C:10]=2[CH:11]=[O:12])=[CH:8][CH:7]=[CH:6][CH:5]=3)[CH2:24][CH2:23][NH:22][CH2:21][CH2:20]1. The yield is 0.230. (5) The reactants are Br[C:2]1[CH:3]=[N:4][CH:5]=[CH:6][CH:7]=1.[O-:8]P([O-])([O-])=O.[K+].[K+].[K+].CN[CH2:18][CH2:19][NH:20][CH3:21].[NH:22]1[C:30]2[C:25](=CC=C[CH:29]=2)[CH:24]=[CH:23]1.[OH2:31]. The catalyst is C1(C)C=CC=CC=1.[Cu](I)I. The product is [N+:22]([C:30]1[CH:25]=[C:24]2[C:19](=[CH:18][CH:29]=1)[N:20]([C:2]1[CH:3]=[N:4][CH:5]=[CH:6][CH:7]=1)[CH:21]=[CH:23]2)([O-:8])=[O:31]. The yield is 0.679. (6) The reactants are [C:1]([O:5][C:6]([N:8]1[CH2:13][CH2:12][N:11](C2C(=O)N(CC(C)C)N=C(C3C=CC(C)=C(F)C=3)C=2C)[CH2:10][CH2:9]1)=[O:7])([CH3:4])([CH3:3])[CH3:2].[CH2:34]([N:38]1[C:43](=[O:44])[C:42](COS(C)(=O)=O)=[CH:41][C:40]([C:51]2[CH:56]=[CH:55][C:54]([C:57]([F:60])([F:59])[F:58])=[CH:53][CH:52]=2)=[N:39]1)[CH:35]([CH3:37])[CH3:36].N1(C(OC(C)(C)C)=O)CCNC[CH2:62]1. No catalyst specified. The product is [C:1]([O:5][C:6]([N:8]1[CH2:13][CH2:12][N:11]([C:42]2[C:43](=[O:44])[N:38]([CH2:34][CH:35]([CH3:36])[CH3:37])[N:39]=[C:40]([C:51]3[CH:56]=[CH:55][C:54]([C:57]([F:60])([F:58])[F:59])=[CH:53][CH:52]=3)[C:41]=2[CH3:62])[CH2:10][CH2:9]1)=[O:7])([CH3:4])([CH3:2])[CH3:3]. The yield is 0.835. (7) The reactants are [CH3:1][S:2]([C:5]1[CH:10]=[CH:9][C:8]([C:11]2[CH:12]=[C:13]([CH:18]=[CH:19][N:20]=2)[C:14]([O:16][CH3:17])=[O:15])=[CH:7][CH:6]=1)(=[O:4])=[O:3].[ClH:21]. The catalyst is CO.[Pt](=O)=O. The product is [ClH:21].[CH3:1][S:2]([C:5]1[CH:6]=[CH:7][C:8]([CH:11]2[CH2:12][CH:13]([C:14]([O:16][CH3:17])=[O:15])[CH2:18][CH2:19][NH:20]2)=[CH:9][CH:10]=1)(=[O:4])=[O:3]. The yield is 0.900.